This data is from Reaction yield outcomes from USPTO patents with 853,638 reactions. The task is: Predict the reaction yield, written as a fraction of the theoretical maximum amount of product (1.0 means a 100% yield; for example, 0.34 means a 34% yield). The reactants are [CH2:1]([O:3][C:4](=[O:14])[CH2:5][C:6]1[CH:11]=[CH:10][C:9]([NH:12][NH2:13])=[CH:8][CH:7]=1)[CH3:2].[F:15][C:16]1[CH:21]=[CH:20][C:19]([C:22](=O)[CH2:23][C:24]#[N:25])=[CH:18][CH:17]=1. No catalyst specified. The product is [CH2:1]([O:3][C:4](=[O:14])[CH2:5][C:6]1[CH:11]=[CH:10][C:9]([N:12]2[C:24]([NH2:25])=[CH:23][C:22]([C:19]3[CH:18]=[CH:17][C:16]([F:15])=[CH:21][CH:20]=3)=[N:13]2)=[CH:8][CH:7]=1)[CH3:2]. The yield is 0.680.